From a dataset of NCI-60 drug combinations with 297,098 pairs across 59 cell lines. Regression. Given two drug SMILES strings and cell line genomic features, predict the synergy score measuring deviation from expected non-interaction effect. Drug 1: CC1=C2C(C(=O)C3(C(CC4C(C3C(C(C2(C)C)(CC1OC(=O)C(C(C5=CC=CC=C5)NC(=O)OC(C)(C)C)O)O)OC(=O)C6=CC=CC=C6)(CO4)OC(=O)C)OC)C)OC. Drug 2: CN(CC1=CN=C2C(=N1)C(=NC(=N2)N)N)C3=CC=C(C=C3)C(=O)NC(CCC(=O)O)C(=O)O. Cell line: RXF 393. Synergy scores: CSS=12.2, Synergy_ZIP=-14.2, Synergy_Bliss=-20.2, Synergy_Loewe=-29.1, Synergy_HSA=-16.9.